From a dataset of Ames mutagenicity test results for genotoxicity prediction. Regression/Classification. Given a drug SMILES string, predict its toxicity properties. Task type varies by dataset: regression for continuous values (e.g., LD50, hERG inhibition percentage) or binary classification for toxic/non-toxic outcomes (e.g., AMES mutagenicity, cardiotoxicity, hepatotoxicity). Dataset: ames. (1) The drug is CCN(C(=O)N(CC)c1ccccc1)c1ccccc1. The result is 0 (non-mutagenic). (2) The molecule is COc1cc2c(c3oc(=O)c4c(c13)CCC4=O)C1(O)C=COC1O2. The result is 1 (mutagenic). (3) The result is 0 (non-mutagenic). The compound is O=S(=O)(Nc1ccc(Cl)cc1)c1cccc2cccnc12. (4) The drug is CCCOO. The result is 1 (mutagenic). (5) The molecule is COC(=O)/C(C#N)=C/c1ccc([N+](=O)[O-])o1. The result is 1 (mutagenic).